This data is from Reaction yield outcomes from USPTO patents with 853,638 reactions. The task is: Predict the reaction yield, written as a fraction of the theoretical maximum amount of product (1.0 means a 100% yield; for example, 0.34 means a 34% yield). (1) The reactants are C(OP([CH2:9][C:10]1[N:11]=[C:12]([N:16]2[CH2:21][CH2:20][N:19]([C:22]([O:24][C:25]([CH3:28])([CH3:27])[CH3:26])=[O:23])[CH2:18][CH2:17]2)[S:13][C:14]=1[CH3:15])(OCC)=O)C.[H-].[Na+].[CH3:31][O:32][CH2:33][O:34][C:35]1[C:39]([CH:40]=O)=[CH:38][N:37]([C:42]2[CH:47]=[CH:46][CH:45]=[CH:44][CH:43]=2)[N:36]=1.O. The catalyst is O1CCCC1. The product is [CH3:31][O:32][CH2:33][O:34][C:35]1[C:39](/[CH:40]=[CH:9]/[C:10]2[N:11]=[C:12]([N:16]3[CH2:21][CH2:20][N:19]([C:22]([O:24][C:25]([CH3:28])([CH3:27])[CH3:26])=[O:23])[CH2:18][CH2:17]3)[S:13][C:14]=2[CH3:15])=[CH:38][N:37]([C:42]2[CH:47]=[CH:46][CH:45]=[CH:44][CH:43]=2)[N:36]=1. The yield is 0.570. (2) The reactants are [F:1][C:2]1[CH:7]=[CH:6][CH:5]=[CH:4][C:3]=1[CH2:8][C:9]([OH:11])=[O:10].[C:12]1([C@@H:18](O)[CH3:19])[CH:17]=[CH:16][CH:15]=[CH:14][CH:13]=1.CCN=C=NCCCN(C)C. The catalyst is CN(C1C=CN=CC=1)C.C(Cl)Cl. The product is [F:1][C:2]1[CH:7]=[CH:6][CH:5]=[CH:4][C:3]=1[CH2:8][C:9]([O:11][C@H:18]([C:12]1[CH:17]=[CH:16][CH:15]=[CH:14][CH:13]=1)[CH3:19])=[O:10]. The yield is 0.920. (3) The reactants are [CH:1]([O:4][C:5]1[C:10]([O:11][CH3:12])=[CH:9][C:8](I)=[CH:7][C:6]=1[OH:14])([CH3:3])[CH3:2].[Si:15]([C:22]#[C:23][CH2:24][O:25][Si:26]([C:29]([CH3:32])([CH3:31])[CH3:30])([CH3:28])[CH3:27])([C:18]([CH3:21])([CH3:20])[CH3:19])([CH3:17])[CH3:16].[Cl-].[Li+].C(=O)([O-])[O-].[Na+].[Na+]. The catalyst is CN(C)C=O.C([O-])(=O)C.[Pd+2].C([O-])(=O)C. The product is [Si:15]([CH:22]1[C:23](=[CH:24][O:25][Si:26]([C:29]([CH3:32])([CH3:31])[CH3:30])([CH3:27])[CH3:28])[C:7]2[CH:8]=[CH:9][C:10]([O:11][CH3:12])=[C:5]([O:4][CH:1]([CH3:2])[CH3:3])[C:6]=2[O:14]1)([C:18]([CH3:21])([CH3:20])[CH3:19])([CH3:17])[CH3:16]. The yield is 0.960. (4) The reactants are C[O:2][C:3]([C:5]1([C:8]2[CH:9]=[CH:10][C:11]3[O:15][CH2:14][C:13]([CH3:17])([CH3:16])[C:12]=3[CH:18]=2)[CH2:7][CH2:6]1)=[O:4].[Li+].[OH-].Cl. The catalyst is CO. The product is [CH3:16][C:13]1([CH3:17])[C:12]2[CH:18]=[C:8]([C:5]3([C:3]([OH:4])=[O:2])[CH2:6][CH2:7]3)[CH:9]=[CH:10][C:11]=2[O:15][CH2:14]1. The yield is 0.410.